The task is: Predict the product of the given reaction.. This data is from Forward reaction prediction with 1.9M reactions from USPTO patents (1976-2016). Given the reactants [Br:1][C:2]1[C:7](=O)[C:6]([Br:9])=[CH:5][NH:4][CH:3]=1.P(Cl)(Cl)([Cl:12])=O.C(=O)([O-])O.[Na+], predict the reaction product. The product is: [Br:1][C:2]1[CH:3]=[N:4][CH:5]=[C:6]([Br:9])[C:7]=1[Cl:12].